This data is from Full USPTO retrosynthesis dataset with 1.9M reactions from patents (1976-2016). The task is: Predict the reactants needed to synthesize the given product. (1) Given the product [CH3:9][N:8]1[C:7]2[CH:6]=[C:5]([C:10]3[CH:15]=[CH:14][C:13]([O:16][CH2:17][C:18]4[CH:23]=[CH:22][CH:21]=[CH:20][N:19]=4)=[C:12]([C:24]([F:27])([F:26])[F:25])[CH:11]=3)[N:4]=[C:3]([C:28]#[N:29])[C:2]=2[N:1]=[N:31]1, predict the reactants needed to synthesize it. The reactants are: [NH2:1][C:2]1[C:3]([C:28]#[N:29])=[N:4][C:5]([C:10]2[CH:15]=[CH:14][C:13]([O:16][CH2:17][C:18]3[CH:23]=[CH:22][CH:21]=[CH:20][N:19]=3)=[C:12]([C:24]([F:27])([F:26])[F:25])[CH:11]=2)=[CH:6][C:7]=1[NH:8][CH3:9].Cl.[N:31]([O-])=O.[Na+].C(OCC)(=O)C. (2) Given the product [C:17]([C:11]1([CH:19]2[CH2:22][N:21]([C:23]([O:25][C:26]([CH3:29])([CH3:28])[CH3:27])=[O:24])[CH2:20]2)[CH2:10][CH2:9][NH:8][C:12]1=[O:13])#[N:18], predict the reactants needed to synthesize it. The reactants are: C(OC([NH:8][CH2:9][CH2:10][C:11]([CH:19]1[CH2:22][N:21]([C:23]([O:25][C:26]([CH3:29])([CH3:28])[CH3:27])=[O:24])[CH2:20]1)([C:17]#[N:18])[C:12](OCC)=[O:13])=O)(C)(C)C.[H-].[Na+].C(=O)([O-])O.[Na+]. (3) Given the product [Br:1][C:2]1[C:3]([N:21]2[CH2:26][CH2:25][CH2:24][C@@H:23]([NH:27][C:28](=[O:34])[O:29][C:30]([CH3:32])([CH3:31])[CH3:33])[CH2:22]2)=[C:4]2[C:10]([NH:11][C:12]([C:14]3[N:19]=[CH:18][CH:17]=[CH:16][N:15]=3)=[O:13])=[CH:9][NH:8][C:5]2=[N:6][CH:7]=1, predict the reactants needed to synthesize it. The reactants are: [Br:1][C:2]1[C:3](F)=[C:4]2[C:10]([NH:11][C:12]([C:14]3[N:19]=[CH:18][CH:17]=[CH:16][N:15]=3)=[O:13])=[CH:9][NH:8][C:5]2=[N:6][CH:7]=1.[NH:21]1[CH2:26][CH2:25][CH2:24][C@@H:23]([NH:27][C:28](=[O:34])[O:29][C:30]([CH3:33])([CH3:32])[CH3:31])[CH2:22]1. (4) Given the product [OH:35][CH2:34][C:33]([CH3:38])([CH3:39])[O:32][C:31]1[CH:40]=[CH:41][C:28]([N:18]2[C:17](=[O:42])[C:16]([CH2:15][C:12]3[CH:13]=[CH:14][C:9]([C:4]4[C:3]([C:1]#[N:2])=[CH:8][CH:7]=[CH:6][CH:5]=4)=[CH:10][CH:11]=3)=[C:21]([CH2:22][CH2:23][CH3:24])[N:20]3[N:25]=[CH:26][N:27]=[C:19]23)=[CH:29][CH:30]=1, predict the reactants needed to synthesize it. The reactants are: [C:1]([C:3]1[CH:8]=[CH:7][CH:6]=[CH:5][C:4]=1[C:9]1[CH:14]=[CH:13][C:12]([CH2:15][C:16]2[C:17](=[O:42])[N:18]([C:28]3[CH:41]=[CH:40][C:31]([O:32][C:33]([CH3:39])([CH3:38])[C:34](OC)=[O:35])=[CH:30][CH:29]=3)[C:19]3[N:20]([N:25]=[CH:26][N:27]=3)[C:21]=2[CH2:22][CH2:23][CH3:24])=[CH:11][CH:10]=1)#[N:2].[BH4-].[Li+].C(OCC)(=O)C.[Cl-].[NH4+]. (5) Given the product [Cl:1][C:2]1[C:7]([CH3:8])=[N:6][CH:5]=[C:4]([CH2:9][Cl:15])[C:3]=1[O:11][CH3:12], predict the reactants needed to synthesize it. The reactants are: [Cl:1][C:2]1[C:3]([O:11][CH3:12])=[C:4]([CH2:9]O)[CH:5]=[N:6][C:7]=1[CH3:8].S(Cl)([Cl:15])=O.